Dataset: Peptide-MHC class I binding affinity with 185,985 pairs from IEDB/IMGT. Task: Regression. Given a peptide amino acid sequence and an MHC pseudo amino acid sequence, predict their binding affinity value. This is MHC class I binding data. (1) The peptide sequence is CCFHCQVC. The MHC is HLA-B40:01 with pseudo-sequence HLA-B40:01. The binding affinity (normalized) is 0. (2) The binding affinity (normalized) is 0.728. The MHC is HLA-A24:03 with pseudo-sequence HLA-A24:03. The peptide sequence is QYSGFVRTL. (3) The peptide sequence is KIQLFSDFTI. The MHC is HLA-A02:01 with pseudo-sequence HLA-A02:01. The binding affinity (normalized) is 0. (4) The peptide sequence is YGLVSKFMS. The MHC is HLA-A02:01 with pseudo-sequence HLA-A02:01. The binding affinity (normalized) is 0.0618. (5) The peptide sequence is GSTAEQLSK. The MHC is HLA-A68:01 with pseudo-sequence HLA-A68:01. The binding affinity (normalized) is 0.0139. (6) The peptide sequence is VFRTSTPRVV. The MHC is HLA-A30:02 with pseudo-sequence HLA-A30:02. The binding affinity (normalized) is 0.191.